This data is from Reaction yield outcomes from USPTO patents with 853,638 reactions. The task is: Predict the reaction yield, written as a fraction of the theoretical maximum amount of product (1.0 means a 100% yield; for example, 0.34 means a 34% yield). (1) The catalyst is C(Cl)(Cl)Cl. The product is [N:27]([C:13]([C:11]1[CH:10]=[CH:9][C:8]([NH:17][C:18]([C:20]2[NH:21][CH:22]=[C:23]([C:25]#[N:26])[N:24]=2)=[O:19])=[C:7]([C:1]2[CH2:6][CH2:5][CH2:4][CH2:3][CH:2]=2)[CH:12]=1)([CH3:15])[CH3:14])=[N+:28]=[N-:29]. The reactants are [C:1]1([C:7]2[CH:12]=[C:11]([C:13](O)([CH3:15])[CH3:14])[CH:10]=[CH:9][C:8]=2[NH:17][C:18]([C:20]2[NH:21][CH:22]=[C:23]([C:25]#[N:26])[N:24]=2)=[O:19])[CH2:6][CH2:5][CH2:4][CH2:3][CH:2]=1.[N-:27]=[N+:28]=[N-:29].[Na+].C(O)(C(F)(F)F)=O.CCOC(C)=O. The yield is 0.840. (2) The reactants are FC(F)(F)C(O)=O.C(OC(=O)[NH:14][CH:15]1[CH2:20][CH2:19][N:18]([C:21]2[CH:26]=[CH:25][N:24]=[C:23]3[NH:27][CH:28]=[CH:29][C:22]=23)[CH2:17][CH2:16]1)(C)(C)C. The catalyst is ClCCl. The product is [NH:27]1[C:23]2=[N:24][CH:25]=[CH:26][C:21]([N:18]3[CH2:19][CH2:20][CH:15]([NH2:14])[CH2:16][CH2:17]3)=[C:22]2[CH:29]=[CH:28]1. The yield is 0.960. (3) The yield is 0.508. The product is [C:1]([C:6]1[C:13]([C:14]([CH3:17])([CH3:16])[CH3:15])=[CH:12][C:9]([CH:10]=[N+:26]([C:22]([CH3:25])([CH3:24])[CH3:23])[O-:27])=[CH:8][C:7]=1[C:18]([CH3:21])([CH3:20])[CH3:19])(=[O:5])[CH:2]([CH3:4])[CH3:3]. The catalyst is C1C=CC=CC=1. The reactants are [C:1]([C:6]1[C:13]([C:14]([CH3:17])([CH3:16])[CH3:15])=[CH:12][C:9]([CH:10]=O)=[CH:8][C:7]=1[C:18]([CH3:21])([CH3:20])[CH3:19])(=[O:5])[CH:2]([CH3:4])[CH3:3].[C:22]([NH:26][OH:27])([CH3:25])([CH3:24])[CH3:23].C1(C)C=CC(S(O)(=O)=O)=CC=1. (4) The reactants are [CH:1]1(F)[O:9][C@@H:8]([CH3:10])[C@@H:6]([OH:7])[C@@H:4]([OH:5])[C@@H:2]1O.C(C1C(C(C)(C)C)=NC=CC=1)(C)(C)C.CC[O:28]CC. The catalyst is Cl([O-])(=O)(=O)=O.[Ag+]. The product is [O:9]1[C@H:8]([CH2:10][OH:28])[C@H:6]([OH:7])[C@H:4]([OH:5])[CH:2]=[CH:1]1. The yield is 0.510. (5) The reactants are [CH3:1][O:2][CH:3]([C:7]1[CH:16]=[CH:15][CH:14]=[C:13]2[C:8]=1[CH:9]=[CH:10][CH:11]=[N:12]2)[C:4]([OH:6])=O.CN1CCOCC1.ClC(OCC(C)C)=O.Cl.[CH3:33][NH:34][O:35][CH3:36]. The catalyst is C(Cl)Cl. The product is [CH3:36][O:35][N:34]([CH3:33])[C:4](=[O:6])[CH:3]([O:2][CH3:1])[C:7]1[CH:16]=[CH:15][CH:14]=[C:13]2[C:8]=1[CH:9]=[CH:10][CH:11]=[N:12]2. The yield is 0.600. (6) The reactants are [CH:1]1([C:4]2[CH:9]=[C:8]([OH:10])[N:7]=[C:6]([C:11]3[S:15][C:14]([S:16](Cl)(=[O:18])=[O:17])=[CH:13][CH:12]=3)[N:5]=2)[CH2:3][CH2:2]1.[C:20]([NH2:24])([CH3:23])([CH3:22])[CH3:21]. The catalyst is C(Cl)Cl.O. The product is [C:20]([NH:24][S:16]([C:14]1[S:15][C:11]([C:6]2[N:5]=[C:4]([CH:1]3[CH2:3][CH2:2]3)[CH:9]=[C:8]([OH:10])[N:7]=2)=[CH:12][CH:13]=1)(=[O:18])=[O:17])([CH3:23])([CH3:22])[CH3:21]. The yield is 0.240. (7) The reactants are [C:1]1([CH:11]=O)[C:10]2[C:5](=[CH:6][CH:7]=[CH:8][CH:9]=2)[CH:4]=[CH:3][CH:2]=1.[CH3:13][C:14]([CH3:16])=[O:15].[OH-].[Na+].O. The catalyst is C(O)C. The product is [C:1]1([CH:11]=[CH:13][C:14](=[O:15])[CH:16]=[CH:11][C:1]2[C:10]3[C:5](=[CH:6][CH:7]=[CH:8][CH:9]=3)[CH:4]=[CH:3][CH:2]=2)[C:10]2[C:5](=[CH:6][CH:7]=[CH:8][CH:9]=2)[CH:4]=[CH:3][CH:2]=1. The yield is 0.380. (8) The reactants are [C:9](O[C:9]([O:11][C:12]([CH3:15])([CH3:14])[CH3:13])=[O:10])([O:11][C:12]([CH3:15])([CH3:14])[CH3:13])=[O:10].Cl.[NH2:17][CH2:18][C:19]1[CH:20]=[C:21]([CH:34]=[CH:35][CH:36]=1)[C:22]([N:24]1[C:33]2[C:28](=[CH:29][CH:30]=[CH:31][CH:32]=2)[CH2:27][CH2:26][CH2:25]1)=[O:23].C(N(CC)CC)C. The catalyst is ClCCl. The product is [N:24]1([C:22]([C:21]2[CH:20]=[C:19]([CH:36]=[CH:35][CH:34]=2)[CH2:18][NH:17][C:9](=[O:10])[O:11][C:12]([CH3:13])([CH3:14])[CH3:15])=[O:23])[C:33]2[C:28](=[CH:29][CH:30]=[CH:31][CH:32]=2)[CH2:27][CH2:26][CH2:25]1. The yield is 0.840.